This data is from Reaction yield outcomes from USPTO patents with 853,638 reactions. The task is: Predict the reaction yield, written as a fraction of the theoretical maximum amount of product (1.0 means a 100% yield; for example, 0.34 means a 34% yield). (1) The product is [I:1][C:2]1[C:10]2[C:5](=[CH:6][CH:7]=[C:8]([C:11]([NH:21][C@@H:19]([C:15]3[S:14][CH:18]=[CH:17][CH:16]=3)[CH3:20])=[O:13])[CH:9]=2)[NH:4][N:3]=1. The yield is 0.590. The reactants are [I:1][C:2]1[C:10]2[C:5](=[CH:6][CH:7]=[C:8]([C:11]([OH:13])=O)[CH:9]=2)[NH:4][N:3]=1.[S:14]1[CH:18]=[CH:17][CH:16]=[C:15]1[C@H:19]([NH2:21])[CH3:20].CN(C(ON1N=NC2C=CC=CC1=2)=[N+](C)C)C.[B-](F)(F)(F)F.CCN(C(C)C)C(C)C. The catalyst is CN(C=O)C. (2) The reactants are [CH2:1]=[CH:2][C:3]1[CH:8]=[CH:7][CH:6]=[CH:5][CH:4]=1.C[OH:10].O.O=O. The catalyst is Cl[Pd]Cl.Cl[Cu].CCCCCC. The product is [C:2]([C:3]1[CH:8]=[CH:7][CH:6]=[CH:5][CH:4]=1)(=[O:10])[CH3:1]. The yield is 0.730. (3) The reactants are [C:1]([C:4]1[CH:13]=[C:12]2[C:7]([CH:8]=[CH:9][C:10]([NH:14][C:15](=[O:21])[O:16][C:17]([CH3:20])([CH3:19])[CH3:18])=[CH:11]2)=[CH:6][CH:5]=1)(=[O:3])[CH3:2].C1C(=O)N([Br:29])C(=O)C1.C([O-])([O-])=O.[K+].[K+]. The catalyst is CC#N. The product is [C:1]([C:4]1[CH:13]=[C:12]2[C:7]([CH:8]=[CH:9][C:10]([NH:14][C:15](=[O:21])[O:16][C:17]([CH3:20])([CH3:19])[CH3:18])=[C:11]2[Br:29])=[CH:6][CH:5]=1)(=[O:3])[CH3:2]. The yield is 0.990. (4) The reactants are [CH:1]([C@H:4]([CH2:8]/[CH:9]=[CH:10]/[CH2:11][C@H:12]([C:16](=O)[C:17]1[CH:22]=[CH:21][C:20]([O:23][CH3:24])=[C:19]([O:25][CH2:26][CH2:27][CH2:28][O:29][CH3:30])[CH:18]=1)[CH:13]([CH3:15])[CH3:14])[C:5]([OH:7])=[O:6])([CH3:3])[CH3:2].C([SiH](CC)CC)C.O. The catalyst is FC(F)(F)C(O)=O. The product is [CH:1]([C@H:4]([CH2:8]/[CH:9]=[CH:10]/[CH2:11][C@H:12]([CH2:16][C:17]1[CH:22]=[CH:21][C:20]([O:23][CH3:24])=[C:19]([O:25][CH2:26][CH2:27][CH2:28][O:29][CH3:30])[CH:18]=1)[CH:13]([CH3:15])[CH3:14])[C:5]([OH:7])=[O:6])([CH3:2])[CH3:3]. The yield is 0.610. (5) The reactants are [Br:1][CH2:2][C:3](Br)=[O:4].[CH2:6]([O:8][C:9](=[O:19])[C@H:10]([CH2:12][C:13]1[CH:18]=[CH:17][CH:16]=[CH:15][CH:14]=1)[NH2:11])[CH3:7].C(N(CC)CC)C. The catalyst is C(Cl)(Cl)Cl.C(Cl)Cl.CCCCCC. The product is [CH2:6]([O:8][C:9](=[O:19])[C@H:10]([CH2:12][C:13]1[CH:18]=[CH:17][CH:16]=[CH:15][CH:14]=1)[NH:11][C:3](=[O:4])[CH2:2][Br:1])[CH3:7]. The yield is 0.790. (6) The reactants are [F:1][C:2]1[CH:7]=[CH:6][CH:5]=[C:4]([OH:8])[C:3]=1[NH:9][C:10]([CH:12]1[CH2:17][CH:16]([C:18]2[C:19]([N:38]([CH3:43])[S:39]([CH3:42])(=[O:41])=[O:40])=[CH:20][C:21]3[O:25][C:24]([C:26]4[CH:31]=[CH:30][C:29]([F:32])=[CH:28][CH:27]=4)=[C:23]([C:33](=[O:36])[NH:34][CH3:35])[C:22]=3[CH:37]=2)[CH2:15][N:14]([CH3:44])[CH2:13]1)=O.CC1C=CC(S(O)(=O)=O)=CC=1. The catalyst is C1(C)C=CC=CC=1. The product is [F:1][C:2]1[C:3]2[N:9]=[C:10]([CH:12]3[CH2:13][N:14]([CH3:44])[CH2:15][CH:16]([C:18]4[C:19]([N:38]([CH3:43])[S:39]([CH3:42])(=[O:41])=[O:40])=[CH:20][C:21]5[O:25][C:24]([C:26]6[CH:27]=[CH:28][C:29]([F:32])=[CH:30][CH:31]=6)=[C:23]([C:33]([NH:34][CH3:35])=[O:36])[C:22]=5[CH:37]=4)[CH2:17]3)[O:8][C:4]=2[CH:5]=[CH:6][CH:7]=1. The yield is 0.290. (7) No catalyst specified. The reactants are BrCC1CC1(F)F.Br[CH2:9][CH2:10][CH2:11][C:12]([F:15])([F:14])[F:13].[CH3:16][C:17]1[N:18]=[C:19]([N:27]2[CH2:31][CH2:30][NH:29][C:28]2=[O:32])[S:20][C:21]=1[C:22]([O:24][CH2:25][CH3:26])=[O:23]. The yield is 0.980. The product is [CH3:16][C:17]1[N:18]=[C:19]([N:27]2[CH2:31][CH2:30][N:29]([CH2:9][CH2:10][CH2:11][C:12]([F:15])([F:14])[F:13])[C:28]2=[O:32])[S:20][C:21]=1[C:22]([O:24][CH2:25][CH3:26])=[O:23].